Dataset: NCI-60 drug combinations with 297,098 pairs across 59 cell lines. Task: Regression. Given two drug SMILES strings and cell line genomic features, predict the synergy score measuring deviation from expected non-interaction effect. (1) Drug 1: CN1C(=O)N2C=NC(=C2N=N1)C(=O)N. Drug 2: C1=CC=C(C(=C1)C(C2=CC=C(C=C2)Cl)C(Cl)Cl)Cl. Cell line: HCC-2998. Synergy scores: CSS=-4.37, Synergy_ZIP=0.861, Synergy_Bliss=-0.641, Synergy_Loewe=-8.14, Synergy_HSA=-5.91. (2) Drug 1: CC1=C2C(C(=O)C3(C(CC4C(C3C(C(C2(C)C)(CC1OC(=O)C(C(C5=CC=CC=C5)NC(=O)OC(C)(C)C)O)O)OC(=O)C6=CC=CC=C6)(CO4)OC(=O)C)OC)C)OC. Drug 2: CCC(=C(C1=CC=CC=C1)C2=CC=C(C=C2)OCCN(C)C)C3=CC=CC=C3.C(C(=O)O)C(CC(=O)O)(C(=O)O)O. Cell line: SNB-75. Synergy scores: CSS=38.3, Synergy_ZIP=7.90, Synergy_Bliss=8.77, Synergy_Loewe=-29.6, Synergy_HSA=8.05. (3) Drug 1: CCCCC(=O)OCC(=O)C1(CC(C2=C(C1)C(=C3C(=C2O)C(=O)C4=C(C3=O)C=CC=C4OC)O)OC5CC(C(C(O5)C)O)NC(=O)C(F)(F)F)O. Drug 2: COCCOC1=C(C=C2C(=C1)C(=NC=N2)NC3=CC=CC(=C3)C#C)OCCOC.Cl. Cell line: PC-3. Synergy scores: CSS=37.5, Synergy_ZIP=-4.28, Synergy_Bliss=-3.68, Synergy_Loewe=-3.90, Synergy_HSA=-3.21. (4) Drug 1: CC1OCC2C(O1)C(C(C(O2)OC3C4COC(=O)C4C(C5=CC6=C(C=C35)OCO6)C7=CC(=C(C(=C7)OC)O)OC)O)O. Drug 2: CN(C(=O)NC(C=O)C(C(C(CO)O)O)O)N=O. Cell line: DU-145. Synergy scores: CSS=16.8, Synergy_ZIP=-1.24, Synergy_Bliss=-2.28, Synergy_Loewe=-37.0, Synergy_HSA=-1.25. (5) Drug 1: CC1=C2C(C(=O)C3(C(CC4C(C3C(C(C2(C)C)(CC1OC(=O)C(C(C5=CC=CC=C5)NC(=O)OC(C)(C)C)O)O)OC(=O)C6=CC=CC=C6)(CO4)OC(=O)C)OC)C)OC. Drug 2: C1=NC(=NC(=O)N1C2C(C(C(O2)CO)O)O)N. Cell line: LOX IMVI. Synergy scores: CSS=36.4, Synergy_ZIP=-5.03, Synergy_Bliss=-4.18, Synergy_Loewe=-8.63, Synergy_HSA=0.201.